Dataset: Full USPTO retrosynthesis dataset with 1.9M reactions from patents (1976-2016). Task: Predict the reactants needed to synthesize the given product. (1) Given the product [Cl:35][C:28]1[CH:27]=[CH:26][C:25]([NH:24][C:2]2[N:7]=[C:6]([N:8]([C:9]3[CH:22]=[CH:21][C:12]4[N:13]([CH3:20])[C:14]([NH:16][CH:17]([CH3:19])[CH3:18])=[N:15][C:11]=4[CH:10]=3)[CH3:23])[CH:5]=[CH:4][N:3]=2)=[CH:30][C:29]=1[S:31]([NH2:34])(=[O:33])=[O:32], predict the reactants needed to synthesize it. The reactants are: Cl[C:2]1[N:7]=[C:6]([N:8]([CH3:23])[C:9]2[CH:22]=[CH:21][C:12]3[N:13]([CH3:20])[C:14]([NH:16][CH:17]([CH3:19])[CH3:18])=[N:15][C:11]=3[CH:10]=2)[CH:5]=[CH:4][N:3]=1.[NH2:24][C:25]1[CH:26]=[CH:27][C:28]([Cl:35])=[C:29]([S:31]([NH2:34])(=[O:33])=[O:32])[CH:30]=1. (2) The reactants are: [NH:1]([C:17]([O:19][C:20]([CH3:23])([CH3:22])[CH3:21])=[O:18])[C@H:2]([C:14]([OH:16])=O)[CH2:3][C:4](=[O:13])[O:5][CH2:6][C:7]1[CH:12]=[CH:11][CH:10]=[CH:9][CH:8]=1.[CH:24]1[CH:25]=[CH:26][C:27]2N(O)N=N[C:28]=2[CH:29]=1.[CH2:34]1[CH2:39]CC(N=C=NC2CCCCC2)C[CH2:35]1.Cl.C[N:51]1[CH2:56][CH2:55][O:54][CH2:53]C1.C1C[O:60]CC1. Given the product [NH:1]([C:17]([O:19][C:20]([CH3:23])([CH3:22])[CH3:21])=[O:18])[C@H:2]([C:14]([NH:51][C@H:56]([C:55]([O:54][CH2:53][C:28]1[CH:27]=[CH:26][CH:25]=[CH:24][CH:29]=1)=[O:60])[CH:34]([CH3:39])[CH3:35])=[O:16])[CH2:3][C:4](=[O:13])[O:5][CH2:6][C:7]1[CH:8]=[CH:9][CH:10]=[CH:11][CH:12]=1, predict the reactants needed to synthesize it. (3) The reactants are: [CH3:1][C:2]1[N:7]=[C:6](/[CH:8]=[CH:9]/[C:10]2[CH:15]=[CH:14][C:13]([S:16][CH3:17])=[CH:12][CH:11]=2)[N:5]=[C:4](O)[CH:3]=1.O=P(Cl)(Cl)[Cl:21]. Given the product [Cl:21][C:4]1[CH:3]=[C:2]([CH3:1])[N:7]=[C:6](/[CH:8]=[CH:9]/[C:10]2[CH:15]=[CH:14][C:13]([S:16][CH3:17])=[CH:12][CH:11]=2)[N:5]=1, predict the reactants needed to synthesize it. (4) Given the product [OH:4][CH2:5][C:6]1[CH:7]=[CH:8][C:9]([CH:12]2[CH2:17][CH2:16][CH2:15][N:14]([C:18]([O:20][C:21]([CH3:24])([CH3:23])[CH3:22])=[O:19])[CH2:13]2)=[CH:10][CH:11]=1, predict the reactants needed to synthesize it. The reactants are: C([O:4][CH2:5][C:6]1[CH:11]=[CH:10][C:9]([C:12]2[CH2:13][N:14]([C:18]([O:20][C:21]([CH3:24])([CH3:23])[CH3:22])=[O:19])[CH2:15][CH2:16][CH:17]=2)=[CH:8][CH:7]=1)(=O)C. (5) Given the product [F:30][C:13]1([F:12])[O:17][C:16]2[CH:18]=[C:19]([CH3:29])[C:20]([C:22]3[CH:23]=[CH:24][C:25]([NH:28][C:4](=[O:5])[C:3]4[C:2]([F:1])=[CH:10][CH:9]=[CH:8][C:7]=4[F:11])=[N:26][CH:27]=3)=[CH:21][C:15]=2[O:14]1, predict the reactants needed to synthesize it. The reactants are: [F:1][C:2]1[CH:10]=[CH:9][CH:8]=[C:7]([F:11])[C:3]=1[C:4](Cl)=[O:5].[F:12][C:13]1([F:30])[O:17][C:16]2[CH:18]=[C:19]([CH3:29])[C:20]([C:22]3[CH:23]=[CH:24][C:25]([NH2:28])=[N:26][CH:27]=3)=[CH:21][C:15]=2[O:14]1.CCN(C(C)C)C(C)C. (6) Given the product [CH3:6][CH2:7][C:8]([CH2:10][CH2:11]/[CH:12]=[C:13](/[CH2:15][CH2:16][CH:17]=[C:18]([CH3:19])[CH3:20])\[CH3:14])=[CH2:9].[CH2:1]=[CH:2][C:3](=[CH2:4])[CH3:5].[CH3:1][CH2:2][C:3]([CH2:4][CH2:6]/[CH:7]=[C:8](/[CH2:10][CH2:11][CH:12]=[C:13]([CH3:15])[CH3:14])\[CH3:9])=[CH2:5], predict the reactants needed to synthesize it. The reactants are: [CH2:1]=[CH:2][C:3](=[CH2:5])[CH3:4].[CH3:6][CH2:7][C:8]([CH2:10][CH2:11]/[CH:12]=[C:13](/[CH2:15][CH2:16][CH:17]=[C:18]([CH3:20])[CH3:19])\[CH3:14])=[CH2:9]. (7) The reactants are: [CH3:1][N:2]1[C:6]2[CH:7]=[CH:8][CH:9]=[C:10]([C:11]3[CH:12]=[C:13]([CH:19]=[CH:20][CH:21]=3)[C:14]([O:16][CH2:17][CH3:18])=[O:15])[C:5]=2[NH:4][C:3]1=O.P(Cl)(Cl)([Cl:25])=O.C(=O)([O-])[O-].[K+].[K+]. Given the product [Cl:25][C:3]1[N:2]([CH3:1])[C:6]2[CH:7]=[CH:8][CH:9]=[C:10]([C:11]3[CH:12]=[C:13]([CH:19]=[CH:20][CH:21]=3)[C:14]([O:16][CH2:17][CH3:18])=[O:15])[C:5]=2[N:4]=1, predict the reactants needed to synthesize it.